Dataset: Reaction yield outcomes from USPTO patents with 853,638 reactions. Task: Predict the reaction yield, written as a fraction of the theoretical maximum amount of product (1.0 means a 100% yield; for example, 0.34 means a 34% yield). (1) The catalyst is CO. The reactants are [CH3:1][NH2:2].[CH3:3][C:4]1[C:12]2[C:7](=[CH:8][CH:9]=[CH:10][CH:11]=2)[NH:6][C:5]=1[CH:13]=O.[BH4-].[Na+].O. The product is [CH3:3][C:4]1[C:12]2[C:7](=[CH:8][CH:9]=[CH:10][CH:11]=2)[NH:6][C:5]=1[CH2:13][NH:2][CH3:1]. The yield is 0.710. (2) The reactants are [CH3:1][C:2]1([CH3:19])[CH2:11][C:10](=[O:12])[C:9]2[C:4](=[CH:5][CH:6]=[C:7]([C:13]#[C:14][Si](C)(C)C)[CH:8]=2)[S:3]1.C([O-])([O-])=O.[K+].[K+]. The catalyst is CO.O. The product is [C:13]([C:7]1[CH:8]=[C:9]2[C:4](=[CH:5][CH:6]=1)[S:3][C:2]([CH3:1])([CH3:19])[CH2:11][C:10]2=[O:12])#[CH:14]. The yield is 0.990. (3) The reactants are [C:1]([C:4]1[C:5]([OH:14])=[C:6]([CH:10]=[C:11](Br)[CH:12]=1)[C:7]([OH:9])=[O:8])(=[O:3])[CH3:2]. The catalyst is C(O)C.[Pd]. The product is [C:1]([C:4]1[C:5]([OH:14])=[C:6]([CH:10]=[CH:11][CH:12]=1)[C:7]([OH:9])=[O:8])(=[O:3])[CH3:2]. The yield is 0.850. (4) The reactants are [CH3:1][N:2]([CH3:32])[C:3]([C:5]1[N:26]([CH:27]2[CH2:31][CH2:30][CH2:29][CH2:28]2)[C:8]2[N:9]=[C:10]([NH:13][C:14]3[CH:19]=[CH:18][C:17]([N:20]4[CH2:25][CH2:24][NH:23][CH2:22][CH2:21]4)=[CH:16][N:15]=3)[N:11]=[CH:12][C:7]=2[CH:6]=1)=[O:4].Br[CH:34]([CH3:37])[CH2:35][OH:36]. No catalyst specified. The product is [CH3:1][N:2]([CH3:32])[C:3]([C:5]1[N:26]([CH:27]2[CH2:31][CH2:30][CH2:29][CH2:28]2)[C:8]2[N:9]=[C:10]([NH:13][C:14]3[CH:19]=[CH:18][C:17]([N:20]4[CH2:21][CH2:22][N:23]([CH:34]([CH3:37])[CH2:35][OH:36])[CH2:24][CH2:25]4)=[CH:16][N:15]=3)[N:11]=[CH:12][C:7]=2[CH:6]=1)=[O:4]. The yield is 0.250. (5) The reactants are [Cl:1][C:2]1[S:6][C:5](Cl)=[C:4]([Cl:8])[C:3]=1[Cl:9].C([Li])CCC.[C:15](OCC)(=[O:21])[C:16]([O:18][CH2:19][CH3:20])=[O:17]. No catalyst specified. The product is [CH2:19]([O:18][C:16](=[O:17])[C:15]([C:5]1[S:6][C:2]([Cl:1])=[C:3]([Cl:9])[C:4]=1[Cl:8])=[O:21])[CH3:20]. The yield is 0.470. (6) The reactants are [H-].[Al+3].[Li+].[H-].[H-].[H-].[Cl:7][C:8]1[CH:13]=[CH:12][C:11]([OH:14])=[CH:10][C:9]=1[NH:15][C:16]([C:18]1[N:22]([CH3:23])[N:21]=[C:20]([CH3:24])[CH:19]=1)=O. The catalyst is O1CCCC1. The product is [Cl:7][C:8]1[CH:13]=[CH:12][C:11]([OH:14])=[CH:10][C:9]=1[NH:15][CH2:16][C:18]1[N:22]([CH3:23])[N:21]=[C:20]([CH3:24])[CH:19]=1. The yield is 0.720. (7) The yield is 0.710. The product is [F:1][C:2]1[CH:3]=[CH:4][C:5]([C:8]2[CH:12]=[C:11]3[O:13][CH:25]([CH3:26])[CH:27]([CH3:28])[N:10]3[N:9]=2)=[CH:6][CH:7]=1. The reactants are [F:1][C:2]1[CH:7]=[CH:6][C:5]([C:8]2[CH:12]=[C:11]([OH:13])[NH:10][N:9]=2)=[CH:4][CH:3]=1.C([O-])([O-])=O.[K+].[K+].CS(O[CH:25]([CH:27](OS(C)(=O)=O)[CH3:28])[CH3:26])(=O)=O. The catalyst is CN(C=O)C.O. (8) The reactants are C([O:8][C:9]1[CH:18]=[C:17]2[C:12]([C:13]([O:19][C:20]3[CH:25]=[CH:24][C:23]([N+:26]([O-:28])=[O:27])=[CH:22][C:21]=3[F:29])=[CH:14][CH:15]=[N:16]2)=[CH:11][C:10]=1[O:30][CH3:31])C1C=CC=CC=1.Br. The catalyst is C(O)(=O)C.CCOCC. The product is [F:29][C:21]1[CH:22]=[C:23]([N+:26]([O-:28])=[O:27])[CH:24]=[CH:25][C:20]=1[O:19][C:13]1[C:12]2[C:17](=[CH:18][C:9]([OH:8])=[C:10]([O:30][CH3:31])[CH:11]=2)[N:16]=[CH:15][CH:14]=1. The yield is 0.975.